This data is from Reaction yield outcomes from USPTO patents with 853,638 reactions. The task is: Predict the reaction yield, written as a fraction of the theoretical maximum amount of product (1.0 means a 100% yield; for example, 0.34 means a 34% yield). (1) The reactants are [Br:1][C:2]1[CH:3]=[C:4]([CH:9]=[C:10]([C:12](=[O:16])[NH:13][CH2:14][CH3:15])[CH:11]=1)[C:5]([O:7]C)=[O:6].O.[Li+].[OH-].CO. The catalyst is C1COCC1. The product is [Br:1][C:2]1[CH:3]=[C:4]([CH:9]=[C:10]([C:12](=[O:16])[NH:13][CH2:14][CH3:15])[CH:11]=1)[C:5]([OH:7])=[O:6]. The yield is 0.700. (2) The reactants are Cl[C:2]1[N:7]=[N:6][C:5]([C:8]([NH2:10])=[O:9])=[C:4]([NH:11][C:12]2[CH:17]=[CH:16][CH:15]=[C:14]([CH3:18])[N:13]=2)[CH:3]=1.C(N(CC)C(C)C)(C)C.[NH2:28][C@@H:29]1[CH2:34][CH2:33][CH2:32][CH2:31][C@@H:30]1[NH:35][C:36](=[O:42])[O:37][C:38]([CH3:41])([CH3:40])[CH3:39]. The catalyst is CN1CCCC1=O. The product is [C:38]([O:37][C:36](=[O:42])[NH:35][C@H:30]1[CH2:31][CH2:32][CH2:33][CH2:34][C@H:29]1[NH:28][C:2]1[N:7]=[N:6][C:5]([C:8](=[O:9])[NH2:10])=[C:4]([NH:11][C:12]2[CH:17]=[CH:16][CH:15]=[C:14]([CH3:18])[N:13]=2)[CH:3]=1)([CH3:41])([CH3:39])[CH3:40]. The yield is 0.350. (3) The reactants are [CH3:1][N:2]([CH3:20])[C:3]1[N:19]=[C:6]2[CH:7]=[C:8]([NH:11]C(=O)OC(C)(C)C)[CH:9]=[CH:10][N:5]2[N:4]=1.Cl. The catalyst is ClCCl. The product is [CH3:1][N:2]([CH3:20])[C:3]1[N:19]=[C:6]2[CH:7]=[C:8]([NH2:11])[CH:9]=[CH:10][N:5]2[N:4]=1. The yield is 0.632. (4) The reactants are [Br:1][C:2]1[CH:9]=[C:6]([CH:7]=[O:8])[C:5]([OH:10])=[CH:4][CH:3]=1.[O:11]1[CH2:16][CH2:15][CH:14](OS(C)(=O)=O)[CH2:13][CH2:12]1.C([O-])([O-])=O.[K+].[K+]. The catalyst is CN(C)C=O. The product is [Br:1][C:2]1[CH:3]=[CH:4][C:5]([O:10][CH:14]2[CH2:15][CH2:16][O:11][CH2:12][CH2:13]2)=[C:6]([CH:9]=1)[CH:7]=[O:8]. The yield is 0.670. (5) The reactants are [F:1][C:2]1[CH:19]=[CH:18][C:5](/[CH:6]=[N:7]/[C:8]2[CH:16]=[CH:15][CH:14]=[C:13]3[C:9]=2[CH2:10][O:11][C:12]3=[O:17])=[CH:4][CH:3]=1.[CH3:20][N:21]1[C:25]([CH3:26])=[C:24]([CH3:27])[N:23]=[C:22]1[CH:28]=O.[O-:30][CH2:31][CH3:32].[Na+].C(O)C. The yield is 0.180. The catalyst is C(OCC)(=O)CC. The product is [F:1][C:2]1[CH:3]=[CH:4][C:5]([CH:6]2[CH:28]([C:22]3[N:21]([CH3:20])[C:25]([CH3:26])=[C:24]([CH3:27])[N:23]=3)[C:31](=[O:30])[C:32]3[C:13]([C:12]([O:11][CH2:10][CH3:9])=[O:17])=[CH:14][CH:15]=[CH:16][C:8]=3[NH:7]2)=[CH:18][CH:19]=1.